Dataset: M1 muscarinic receptor agonist screen with 61,833 compounds. Task: Binary Classification. Given a drug SMILES string, predict its activity (active/inactive) in a high-throughput screening assay against a specified biological target. (1) The drug is Clc1cc(C(=O)NC(COC)C)ccc1Cl. The result is 0 (inactive). (2) The drug is S(CC(=O)NC1CCCc2c1cccc2)c1n(N)c(nn1)c1sccc1. The result is 0 (inactive).